Dataset: Reaction yield outcomes from USPTO patents with 853,638 reactions. Task: Predict the reaction yield, written as a fraction of the theoretical maximum amount of product (1.0 means a 100% yield; for example, 0.34 means a 34% yield). (1) The reactants are [OH:1][C:2]1[CH:11]=[CH:10][C:5]([C:6]([NH:8][NH2:9])=[O:7])=[CH:4][CH:3]=1.[Cl:12][C:13]1[CH:14]=[C:15]([N:19]=[C:20]=S)[CH:16]=[CH:17][CH:18]=1. The catalyst is CO.O=[Hg]. The product is [Cl:12][C:13]1[CH:14]=[C:15]([NH:19][C:20]2[O:7][C:6]([C:5]3[CH:10]=[CH:11][C:2]([OH:1])=[CH:3][CH:4]=3)=[N:8][N:9]=2)[CH:16]=[CH:17][CH:18]=1. The yield is 0.897. (2) The reactants are [C:1]12[C:7](=[CH:8][CH:9]=[CH:10][CH:11]=1)[NH:6]C(=O)[O:4][C:2]2=O.[NH2:13][C:14]1[CH:22]=[C:21]2[C:17]([CH:18]=[CH:19][NH:20]2)=[CH:16][CH:15]=1.C1(C)C=CC=CC=1. The product is [NH:20]1[C:21]2[C:17](=[CH:16][CH:15]=[C:14]([NH:13][C:2](=[O:4])[C:1]3[CH:11]=[CH:10][CH:9]=[CH:8][C:7]=3[NH2:6])[CH:22]=2)[CH:18]=[CH:19]1. The catalyst is CN(C=O)C. The yield is 0.530. (3) The reactants are [CH3:1][S:2][CH2:3][CH2:4][C:5]([OH:7])=O.ON1C2C=CC=CC=2N=N1.C(N(C(C)C)CC)(C)C.[C:27]([C:31]1[N:36]=[CH:35][C:34]([C:37]2[N:38]([C:58]([N:60]3[CH2:65][CH2:64][NH:63][CH2:62][CH2:61]3)=[O:59])[C@@:39]([C:51]3[CH:56]=[CH:55][C:54]([Cl:57])=[CH:53][CH:52]=3)([CH3:50])[C@@:40]([C:43]3[CH:48]=[CH:47][C:46]([Cl:49])=[CH:45][CH:44]=3)([CH3:42])[N:41]=2)=[C:33]([O:66][CH2:67][CH3:68])[CH:32]=1)([CH3:30])([CH3:29])[CH3:28]. The catalyst is CN(C)C=O. The product is [C:27]([C:31]1[N:36]=[CH:35][C:34]([C:37]2[N:38]([C:58]([N:60]3[CH2:65][CH2:64][N:63]([C:5](=[O:7])[CH2:4][CH2:3][S:2][CH3:1])[CH2:62][CH2:61]3)=[O:59])[C@@:39]([C:51]3[CH:56]=[CH:55][C:54]([Cl:57])=[CH:53][CH:52]=3)([CH3:50])[C@@:40]([C:43]3[CH:44]=[CH:45][C:46]([Cl:49])=[CH:47][CH:48]=3)([CH3:42])[N:41]=2)=[C:33]([O:66][CH2:67][CH3:68])[CH:32]=1)([CH3:28])([CH3:29])[CH3:30]. The yield is 0.890.